Dataset: Full USPTO retrosynthesis dataset with 1.9M reactions from patents (1976-2016). Task: Predict the reactants needed to synthesize the given product. (1) Given the product [CH3:10][CH:4]([C:3](=[O:9])[CH2:2][CH3:1])[C:5](=[O:8])[CH2:6][CH3:7], predict the reactants needed to synthesize it. The reactants are: [CH3:1][CH2:2][C:3](=[O:9])[CH2:4][C:5](=[O:8])[CH2:6][CH3:7].[C:10](=O)([O-])[O-].[K+].[K+].CI.C(OCC)C. (2) Given the product [O:1]1[C:5]2[CH:6]=[CH:7][C:8]([CH:15]([N:23]3[CH2:24][CH2:25][N:20]([CH3:19])[CH2:21][CH2:22]3)[C:14]([OH:18])=[O:17])=[CH:9][C:4]=2[O:3][CH2:2]1, predict the reactants needed to synthesize it. The reactants are: [O:1]1[C:5]2[CH:6]=[CH:7][C:8](B(O)O)=[CH:9][C:4]=2[O:3][CH2:2]1.O.[C:14]([OH:18])(=[O:17])[CH:15]=O.[CH3:19][N:20]1[CH2:25][CH2:24][NH:23][CH2:22][CH2:21]1. (3) Given the product [CH3:5][O:4][CH2:1][C:2]#[C:3][C:14]1[CH:15]=[CH:16][C:17]([C:20]([O:22][CH3:23])=[O:21])=[N:18][CH:19]=1, predict the reactants needed to synthesize it. The reactants are: [CH2:1]([O:4][CH3:5])[C:2]#[CH:3].C(N(CC)CC)C.Br[C:14]1[CH:15]=[CH:16][C:17]([C:20]([O:22][CH3:23])=[O:21])=[N:18][CH:19]=1. (4) Given the product [OH:29][C:26]1[CH:27]=[CH:28][C:23]([C:13]([C:4]2[CH:5]=[CH:6][C:7]([O:8][CH2:9][CH2:10][NH:31][CH3:30])=[C:2]([CH:3]=2)[C:34]#[N:35])=[C:14]([C:17]2[CH:18]=[CH:19][CH:20]=[CH:21][CH:22]=2)[CH2:15][CH3:16])=[CH:24][CH:25]=1, predict the reactants needed to synthesize it. The reactants are: Br[C:2]1[CH:3]=[C:4]([C:13]([C:23]2[CH:28]=[CH:27][C:26]([OH:29])=[CH:25][CH:24]=2)=[C:14]([C:17]2[CH:22]=[CH:21][CH:20]=[CH:19][CH:18]=2)[CH2:15][CH3:16])[CH:5]=[CH:6][C:7]=1[O:8][CH2:9][CH2:10]NC.[C:30]([Cu])#[N:31].O.[CH3:34][N:35](C=O)C. (5) Given the product [Cl:8][C:6]1[CH:7]=[C:2]([N:12]2[C:11]([CH3:10])=[N:15][C:14]([CH3:16])=[N:13]2)[N:3]=[C:4]([CH3:9])[N:5]=1, predict the reactants needed to synthesize it. The reactants are: Cl[C:2]1[CH:7]=[C:6]([Cl:8])[N:5]=[C:4]([CH3:9])[N:3]=1.[CH3:10][C:11]1[N:15]=[C:14]([CH3:16])[NH:13][N:12]=1.C([O-])([O-])=O.[Cs+].[Cs+].O. (6) The reactants are: [Br:1][C:2]1[CH:7]=[CH:6][C:5]([F:8])=[C:4](Br)[CH:3]=1.C([Li])CCC.[CH2:15]([O:22][CH2:23][C@@H:24]1[O:32][CH2:31][C:27]2=[N:28][O:29][CH2:30][C@@H:26]2[CH2:25]1)[C:16]1[CH:21]=[CH:20][CH:19]=[CH:18][CH:17]=1.[Cl-].[NH4+]. Given the product [CH2:15]([O:22][CH2:23][C@@H:24]1[O:32][CH2:31][C@:27]2([C:4]3[CH:3]=[C:2]([Br:1])[CH:7]=[CH:6][C:5]=3[F:8])[NH:28][O:29][CH2:30][C@@H:26]2[CH2:25]1)[C:16]1[CH:21]=[CH:20][CH:19]=[CH:18][CH:17]=1, predict the reactants needed to synthesize it.